From a dataset of Experimentally validated miRNA-target interactions with 360,000+ pairs, plus equal number of negative samples. Binary Classification. Given a miRNA mature sequence and a target amino acid sequence, predict their likelihood of interaction. (1) The protein sequence of the target gene is MAGPVSLRDLLMGASAWMGSESPGGSPTEGGGSAAGGPEPPWREDEICVVGIFGKTALRLNSEKFSLVNTVCDRQVFPLFRHQDPGDPGPGIRTEAGAVGEAGGAEDPGAAAGGSVRGSGAVAEGNRTEAGSQDYSLLQAYYSQESKVLYLLLTSICDNSQLLRACRALQSGEAGGGLSLPHAEAHEFWKHQEKLQCLSLLYLFSVCHILLLVHPTCSFDITYDRVFRALDGLRQKVLPLLKTAIKDCPVGKDWKLNCRPCPPRLLFLFQLNGALKVEPPRNQDPAHPDKPKKHSPKRRL.... The miRNA is hsa-miR-3622a-3p with sequence UCACCUGACCUCCCAUGCCUGU. Result: 0 (no interaction). (2) The protein sequence of the target gene is MDMFSLGQGNNTTTSLEPFGTGGNDTGLSNVTFSYQVITSLLLGTLIFCAVLGNACVVAAIALERSLQNVANYLIGSLAVTDLMVSVLVLPMAALYQVLNKWTLGQVTCDLFIALDVLCCTSSILHLCAIALDRYWAITDPIDYVNKRTPRRAAALISLTWLIGFLISIPPMLGWRTPEDRSNPNECTISKDHGYTIYSTFGAFYIPLLLMLVLYGRIFRAARFRIRKTVKKVEKKGAGTSFGTSSAPPPKKSLNGQPGSGDCRRSAENRAVGTPCANGAVRQGEDDATLEVIEVHRVGN.... Result: 0 (no interaction). The miRNA is hsa-miR-30b-3p with sequence CUGGGAGGUGGAUGUUUACUUC. (3) The miRNA is hsa-miR-4517 with sequence AAAUAUGAUGAAACUCACAGCUGAG. The protein sequence of the target gene is MWKSVVGHDVSVSVETQGDDWDTDPDFVNDISEKEQRWGAKTIEGSGRTEHINIHQLRNKVSEEHDILKKKELESGPKASHGYGGRFGVERDRMDKSAVGHEYVADVEKHSSQTDAARGFGGKYGVERDRADKSAVGFDYKGEVEKHASQKDYSHGFGGRYGVEKDKRDKAALGYDYKGETEKHESQRDYAKGFGGQYGIQKDRVDKSAVGFNEMEAPTTAYKKTTPIEAASSGARGLKAKFESLAEEKRKREEEEKAQQMARQQQERKAVVKMSREVQQPSMPVEEPAAPAQLPKKISS.... Result: 0 (no interaction). (4) The miRNA is hsa-miR-4789-3p with sequence CACACAUAGCAGGUGUAUAUA. The protein sequence of the target gene is MESVRIEQMLSLPAEVSSDNLESAERGASAAQVDMGPHPKVAAEGPAPLPTREPEQEQSPGTSTPESKVLLTQADALASRGRIREALEVYRQLSERQQLVAEQLEQLVRCLAEKVPQGEALAPAPPDEGSTASGTVAAEETGAAAAAAATEVWDGFKCRKCHGFLSDPVSLSCGHTFCKLCLERGRAADRRCALCGVKLSALMVATGRARGARRAGQQPPPPLRVNVVLSGLLGKLFPGPARASQLRHEGNRLYRERQVEAALLKYNEAVKLAPNDHLLYSNRSQIYFTLESHENALHDA.... Result: 1 (interaction). (5) The protein sequence of the target gene is MASGAGGVGGGGGGKIRTRRCHQGPIKPYQQGRQQHQGILSRVTESVKNIVPGWLQRYFNKNEDVCSCSTDTSEVPRWPENKEDHLVYADEESSNITDGRITPEPAVSNTEEPSTTSTASNYPDVLTRPSLHRSHLNFSMLESPALHCQPSTSSAFPIGSSGFSLVKEIKDSTSQHDDDNISTTSGFSSRASDKDITVSKNTSLPPLWSPEAERSHSLSQHTATSSKKPAFNLSAFGTLSPSLGNSSILKTSQLGDSPFYPGKTTYGGAAAAVRQSKLRNTPYQAPVRRQMKAKQLSAQS.... The miRNA is hsa-miR-4699-5p with sequence AGAAGAUUGCAGAGUAAGUUCC. Result: 0 (no interaction). (6) The miRNA is hsa-miR-302c-3p with sequence UAAGUGCUUCCAUGUUUCAGUGG. The protein sequence of the target gene is MNLKLNVLTIILLPVHLLITIYSALIFIPWYFLTNAKKKNAMAKRIKAKPTSDKPGSPYRSVTHFDSLAVIDIPGADTLDKLFDHAVAKFGKKDSLGTREILSEENEMQPNGKVFKKLILGNYKWINYLEVNCRVNNFGSGLTALGLKPKNTIAIFCETRAEWMIAAQTCFKYNFPLVTLYATLGREAVVHGLNESEASYLITSVELLESKLKAALVDINCVKHIIYVDNKTINRAEYPEGLEIHSMQSVEELGAKPENLSVPPSRPTPSDMAIVMYTSGSTGRPKGVMMHHSNLIAGMT.... Result: 0 (no interaction). (7) The miRNA is hsa-miR-101-5p with sequence CAGUUAUCACAGUGCUGAUGCU. The protein sequence of the target gene is MHRKHLQEIPDQSGNVTTSFTWGWDSSKTSELLSGMGVSALEKEEVDSENIPHGLLSNLGHPQSPPRKRVKGKGSDKDFVIIRRPKLSRENFPGVSWDSLPDELLLGIFSCLCLPELLRVSGVCKRWYRLSLDESLWQSLDLAGKNLHPDVTVRLLSRGVVAFRCPRSFMEQPLGESFSSFRVQHMDLSNSVINVSNLHKILSECSKLQNLSLEGLQLSDPIVKTLAQNENLVRLNLCGCSGFSESAVATLLSSCSRLDELNLSWCFDFTEKHVQAAVAHLPNTITQLNLSGYRKNLQKT.... Result: 0 (no interaction). (8) The miRNA is hsa-miR-6811-5p with sequence AUGCAGGCCUGUGUACAGCACU. The protein sequence of the target gene is MDQSVAIQETLVEGEYCVIAVQGVLCKGDSRQSRLLGLVRYRLENDAQEHALFLYTHRRMAITGDDVSLDQIVPLSKDFMLEEVSPDGELYILGSDVTVQLNTAELKLVFQLPFGSHTRTFLQEVARACPGFDPETRDPEFEWLSRHTCAEPDAESPKPREWNSDPGTRSGFAPIGGSRHQSRNARRGLEDVLPRGPGYILLWGGAAEEPEFLLAEEMHEGGPVRGRRPLAGRRDEALEEADWEMSAGGGSRERDCAGVSNVDSSRPNGRGPDQPSGARCPEKPENSLTRQNKSKSDMSE.... Result: 0 (no interaction).